Dataset: Forward reaction prediction with 1.9M reactions from USPTO patents (1976-2016). Task: Predict the product of the given reaction. (1) Given the reactants [CH3:1][C:2]1[NH:3][C:4]2[C:9]([C:10](=O)[CH:11]=1)=[CH:8][CH:7]=[C:6]([CH3:13])[N:5]=2.O=P(Cl)(Cl)[Cl:16], predict the reaction product. The product is: [Cl:16][C:10]1[C:9]2[C:4](=[N:5][C:6]([CH3:13])=[CH:7][CH:8]=2)[N:3]=[C:2]([CH3:1])[CH:11]=1. (2) The product is: [N:11]1([C:9]2[CH:8]=[CH:7][N:6]=[C:5]([NH:31][C:32]3[CH:33]=[C:34]([S:38]([NH2:41])(=[O:39])=[O:40])[CH:35]=[CH:36][CH:37]=3)[N:10]=2)[C:19]2[C:14](=[CH:15][CH:16]=[CH:17][CH:18]=2)[CH:13]=[N:12]1. Given the reactants CS([C:5]1[N:10]=[C:9]([N:11]2[C:19]3[C:14](=[CH:15][CH:16]=[CH:17][CH:18]=3)[CH:13]=[N:12]2)[CH:8]=[CH:7][N:6]=1)(=O)=O.C1(C)C=CC(S(O)(=O)=O)=CC=1.[NH2:31][C:32]1[CH:33]=[C:34]([S:38]([NH2:41])(=[O:40])=[O:39])[CH:35]=[CH:36][CH:37]=1, predict the reaction product. (3) Given the reactants [C:1]1([O:7][C:8]2[CH:13]=CC=C[CH:9]=2)[CH:6]=CC=C[CH:2]=1.CC1(C)O[C:19](=[O:21])[C:18](=[CH:22][NH:23][C:24]2[S:25][CH:26]=[C:27]([C:29]3[CH:34]=[CH:33][CH:32]=[CH:31][CH:30]=3)[CH:28]=2)C(=O)O1, predict the reaction product. The product is: [CH:1]([O:7][CH:8]([CH3:13])[CH3:9])([CH3:6])[CH3:2].[C:29]1([C:27]2[C:28]3[C:19](=[O:21])[CH:18]=[CH:22][NH:23][C:24]=3[S:25][CH:26]=2)[CH:30]=[CH:31][CH:32]=[CH:33][CH:34]=1. (4) The product is: [CH:1]1([CH2:4][O:5][C:6]2[CH:11]=[C:10]([F:12])[C:9]([O:13][CH3:14])=[CH:8][C:7]=2[C:15]2[CH:20]=[CH:19][N:18]=[C:17]3[C:21]([C:33]([NH:36][C@@H:37]4[CH2:42][CH2:41][C@H:40]([NH:43][C:44](=[O:50])[O:45][C:46]([CH3:48])([CH3:47])[CH3:49])[CH2:39][CH2:38]4)=[O:35])=[C:22]([CH3:32])[N:23]([CH2:24][O:25][CH2:26][CH2:27][Si:28]([CH3:31])([CH3:29])[CH3:30])[C:16]=23)[CH2:2][CH2:3]1. Given the reactants [CH:1]1([CH2:4][O:5][C:6]2[CH:11]=[C:10]([F:12])[C:9]([O:13][CH3:14])=[CH:8][C:7]=2[C:15]2[CH:20]=[CH:19][N:18]=[C:17]3[C:21]([C:33]([OH:35])=O)=[C:22]([CH3:32])[N:23]([CH2:24][O:25][CH2:26][CH2:27][Si:28]([CH3:31])([CH3:30])[CH3:29])[C:16]=23)[CH2:3][CH2:2]1.[NH2:36][C@@H:37]1[CH2:42][CH2:41][C@H:40]([NH:43][C:44](=[O:50])[O:45][C:46]([CH3:49])([CH3:48])[CH3:47])[CH2:39][CH2:38]1, predict the reaction product. (5) Given the reactants Cl[C:2]1[C:3]2[CH:11]=[CH:10][N:9]([S:12]([C:15]3[CH:20]=[CH:19][C:18]([CH3:21])=[CH:17][CH:16]=3)(=[O:14])=[O:13])[C:4]=2[N:5]=[C:6]([I:8])[N:7]=1.[F:22][C:23]([F:27])([F:26])[CH2:24][NH2:25].CCN(C(C)C)C(C)C, predict the reaction product. The product is: [I:8][C:6]1[N:7]=[C:2]([NH:25][CH2:24][C:23]([F:27])([F:26])[F:22])[C:3]2[CH:11]=[CH:10][N:9]([S:12]([C:15]3[CH:20]=[CH:19][C:18]([CH3:21])=[CH:17][CH:16]=3)(=[O:14])=[O:13])[C:4]=2[N:5]=1. (6) Given the reactants [OH:1][CH2:2][CH2:3][CH2:4][CH2:5][CH2:6][CH:7]=[CH:8][CH2:9][CH:10]=[CH:11][CH2:12][CH:13]=[CH:14][CH2:15][CH:16]=[CH:17][CH2:18][CH2:19][CH2:20][C:21]([O:23][CH3:24])=[O:22].C(N(CC)CC)C.[C:32]1([CH3:42])[CH:37]=[CH:36][C:35]([S:38](Cl)(=[O:40])=[O:39])=[CH:34][CH:33]=1, predict the reaction product. The product is: [C:32]1([CH3:42])[CH:37]=[CH:36][C:35]([S:38]([O:1][CH2:2][CH2:3][CH2:4][CH2:5][CH2:6][CH:7]=[CH:8][CH2:9][CH:10]=[CH:11][CH2:12][CH:13]=[CH:14][CH2:15][CH:16]=[CH:17][CH2:18][CH2:19][CH2:20][C:21]([O:23][CH3:24])=[O:22])(=[O:40])=[O:39])=[CH:34][CH:33]=1. (7) Given the reactants Br[C:2]1[C:14]2[C:13]3[C:8](=[CH:9][C:10]([C:15]([OH:18])([CH3:17])[CH3:16])=[CH:11][CH:12]=3)[NH:7][C:6]=2[C:5]([C:19]([NH2:21])=[O:20])=[CH:4][CH:3]=1.[CH3:22][C:23]1([CH3:39])[C:27]([CH3:29])([CH3:28])[O:26][B:25]([B:25]2[O:26][C:27]([CH3:29])([CH3:28])[C:23]([CH3:39])([CH3:22])[O:24]2)[O:24]1.C([O-])(=O)C.[K+], predict the reaction product. The product is: [OH:18][C:15]([C:10]1[CH:9]=[C:8]2[C:13]([C:14]3[C:2]([B:25]4[O:26][C:27]([CH3:29])([CH3:28])[C:23]([CH3:39])([CH3:22])[O:24]4)=[CH:3][CH:4]=[C:5]([C:19]([NH2:21])=[O:20])[C:6]=3[NH:7]2)=[CH:12][CH:11]=1)([CH3:17])[CH3:16].